Dataset: Reaction yield outcomes from USPTO patents with 853,638 reactions. Task: Predict the reaction yield, written as a fraction of the theoretical maximum amount of product (1.0 means a 100% yield; for example, 0.34 means a 34% yield). (1) The reactants are [C:1]([C:5]1[CH:10]=[C:9]([CH3:11])[C:8]([S:12](Cl)(=[O:14])=[O:13])=[C:7]([CH3:16])[CH:6]=1)([CH3:4])([CH3:3])[CH3:2].[CH3:17][C:18]1[C:24]([C:25]([F:28])([F:27])[F:26])=[CH:23][C:22]([C:29]([F:32])([F:31])[F:30])=[CH:21][C:19]=1[NH2:20]. The catalyst is N1C=CC=CC=1. The product is [C:1]([C:5]1[CH:10]=[C:9]([CH3:11])[C:8]([S:12]([NH:20][C:19]2[CH:21]=[C:22]([C:29]([F:30])([F:31])[F:32])[CH:23]=[C:24]([C:25]([F:26])([F:27])[F:28])[C:18]=2[CH3:17])(=[O:14])=[O:13])=[C:7]([CH3:16])[CH:6]=1)([CH3:4])([CH3:3])[CH3:2]. The yield is 0.280. (2) The reactants are [F:1][C:2]1[CH:7]=[CH:6][C:5]([NH:8][C:9]([C:11]2([C:14]([NH:16][C:17]3[CH:22]=[CH:21][C:20]([O:23][C:24]4[C:33]5[C:28](=[CH:29][C:30]([O:36]CC6C=CC=CC=6)=[C:31]([O:34][CH3:35])[CH:32]=5)[N:27]=[CH:26][N:25]=4)=[C:19]([F:44])[CH:18]=3)=[O:15])[CH2:13][CH2:12]2)=[O:10])=[CH:4][CH:3]=1.C(O)(=O)C.ClCCl.CO. The catalyst is [H][H].[Pd]. The product is [F:1][C:2]1[CH:3]=[CH:4][C:5]([NH:8][C:9]([C:11]2([C:14]([NH:16][C:17]3[CH:22]=[CH:21][C:20]([O:23][C:24]4[C:33]5[C:28](=[CH:29][C:30]([OH:36])=[C:31]([O:34][CH3:35])[CH:32]=5)[N:27]=[CH:26][N:25]=4)=[C:19]([F:44])[CH:18]=3)=[O:15])[CH2:13][CH2:12]2)=[O:10])=[CH:6][CH:7]=1. The yield is 0.950. (3) The reactants are C([O:8][N:9]1[C:15](=[O:16])[N:14]2[CH2:17][C@H:10]1[CH2:11][CH2:12][C@H:13]2[C:18]([NH:20][O:21][CH2:22][C:23]1[N:27]([CH3:28])[CH:26]=[N:25][CH:24]=1)=[O:19])C1C=CC=CC=1. The catalyst is CO.[Pd]. The product is [OH:8][N:9]1[C:15](=[O:16])[N:14]2[CH2:17][C@H:10]1[CH2:11][CH2:12][C@H:13]2[C:18]([NH:20][O:21][CH2:22][C:23]1[N:27]([CH3:28])[CH:26]=[N:25][CH:24]=1)=[O:19]. The yield is 0.750. (4) The reactants are [Cl:1][C:2]1[CH:7]=[CH:6][C:5]([NH:8][C:9](=[O:12])OC)=[C:4]([C:13]#[N:14])[CH:3]=1.[C:15]1([CH2:21][C:22]([NH:24][NH2:25])=O)[CH:20]=[CH:19][CH:18]=[CH:17][CH:16]=1. The catalyst is CN1CCCC1=O. The product is [CH2:21]([C:22]1[N:14]=[C:13]2[N:25]([C:9](=[O:12])[NH:8][C:5]3[CH:6]=[CH:7][C:2]([Cl:1])=[CH:3][C:4]=32)[N:24]=1)[C:15]1[CH:20]=[CH:19][CH:18]=[CH:17][CH:16]=1. The yield is 0.820. (5) The reactants are [O:1]1[C:10]2[C:5](=[CH:6][C:7]([C:11]3[C:16]([CH:17]4[CH2:19][CH2:18]4)=[CH:15][C:14]([NH:20][S:21]([CH3:24])(=[O:23])=[O:22])=[C:13]([CH3:25])[C:12]=3[CH:26]([O:31][CH:32]3[CH2:34][CH2:33]3)[C:27]([O:29]C)=[O:28])=[CH:8][CH:9]=2)[CH2:4][CH2:3][CH2:2]1.[OH-].[Na+]. The catalyst is C(O)C. The product is [O:1]1[C:10]2[C:5](=[CH:6][C:7]([C:11]3[C:16]([CH:17]4[CH2:18][CH2:19]4)=[CH:15][C:14]([NH:20][S:21]([CH3:24])(=[O:23])=[O:22])=[C:13]([CH3:25])[C:12]=3[CH:26]([O:31][CH:32]3[CH2:33][CH2:34]3)[C:27]([OH:29])=[O:28])=[CH:8][CH:9]=2)[CH2:4][CH2:3][CH2:2]1. The yield is 0.710.